The task is: Predict the reaction yield, written as a fraction of the theoretical maximum amount of product (1.0 means a 100% yield; for example, 0.34 means a 34% yield).. This data is from Reaction yield outcomes from USPTO patents with 853,638 reactions. (1) The reactants are [CH3:1][S:2]([NH:5][C:6]1[CH:11]=[CH:10][CH:9]=[C:8]([C:12]2[C:20]3[C:15](=[CH:16][CH:17]=[C:18]([C:21]4[N:25]=[CH:24][N:23](C(C5C=CC=CC=5)(C5C=CC=CC=5)C5C=CC=CC=5)[N:22]=4)[CH:19]=3)[N:14](C3CCCCO3)[N:13]=2)[CH:7]=1)(=[O:4])=[O:3]. The catalyst is O1CCOCC1.Cl. The product is [NH:23]1[CH:24]=[N:25][C:21]([C:18]2[CH:19]=[C:20]3[C:15](=[CH:16][CH:17]=2)[NH:14][N:13]=[C:12]3[C:8]2[CH:7]=[C:6]([NH:5][S:2]([CH3:1])(=[O:3])=[O:4])[CH:11]=[CH:10][CH:9]=2)=[N:22]1. The yield is 0.710. (2) The reactants are [Br:1][C:2]1[C:3]([F:20])=[C:4]([NH:8][N:9]=[C:10]([C:15](=[O:19])[CH2:16][O:17][CH3:18])[C:11]([O:13][CH3:14])=[O:12])[CH:5]=[CH:6][CH:7]=1.[CH3:21]OC(OC)N(C)C. No catalyst specified. The product is [Br:1][C:2]1[C:3]([F:20])=[C:4]([N:8]2[CH:21]=[C:16]([O:17][CH3:18])[C:15](=[O:19])[C:10]([C:11]([O:13][CH3:14])=[O:12])=[N:9]2)[CH:5]=[CH:6][CH:7]=1. The yield is 0.750.